From a dataset of Forward reaction prediction with 1.9M reactions from USPTO patents (1976-2016). Predict the product of the given reaction. (1) The product is: [Br:1][C:2]1[C:6]([C:39]#[C:38][C:32]2[CH:37]=[CH:36][CH:35]=[CH:34][CH:33]=2)=[CH:5][Se:4][CH:3]=1. Given the reactants [Br:1][C:2]1[C:6](I)=[CH:5][Se:4][CH:3]=1.C1(P(C2C=CC=CC=2)C2C=CC=CC=2)C=CC=CC=1.C(NCC)C.[C:32]1([C:38]#[CH:39])[CH:37]=[CH:36][CH:35]=[CH:34][CH:33]=1, predict the reaction product. (2) Given the reactants [O:1]1[C:3]2([CH2:8][CH2:7][N:6]([C:9]([O:11][CH2:12][C:13]3[CH:18]=[CH:17][CH:16]=[CH:15][CH:14]=3)=[O:10])[CH2:5][CH2:4]2)[CH2:2]1.N1CCCCC1=O.CS(C)(=O)=C.[NH2:31][C:32]1[CH:39]=[CH:38][C:35]([C:36]#[N:37])=[CH:34][CH:33]=1, predict the reaction product. The product is: [C:36]([C:35]1[CH:38]=[CH:39][C:32]([NH:31][CH2:2][C:3]2([OH:1])[CH2:8][CH2:7][N:6]([C:9]([O:11][CH2:12][C:13]3[CH:18]=[CH:17][CH:16]=[CH:15][CH:14]=3)=[O:10])[CH2:5][CH2:4]2)=[CH:33][CH:34]=1)#[N:37]. (3) Given the reactants [CH3:1][O:2][C:3]1[C:8]2[NH:9][C:10]([C:12]3[S:13][CH:14]=[CH:15][CH:16]=3)=[N:11][C:7]=2[C:6]([C:17]([OH:19])=O)=[CH:5][CH:4]=1.[NH2:20][CH2:21][CH2:22][C:23]1[CH:28]=[CH:27][C:26]([OH:29])=[CH:25][CH:24]=1, predict the reaction product. The product is: [OH:29][C:26]1[CH:27]=[CH:28][C:23]([CH2:22][CH2:21][NH:20][C:17]([C:6]2[C:7]3[N:11]=[C:10]([C:12]4[S:13][CH:14]=[CH:15][CH:16]=4)[NH:9][C:8]=3[C:3]([O:2][CH3:1])=[CH:4][CH:5]=2)=[O:19])=[CH:24][CH:25]=1. (4) Given the reactants [CH2:1]([O:8][C:9]([N:11]1[CH2:17][CH2:16][C:15](=[O:18])[N:14]([CH:19]([C:30]([O:32][CH3:33])=[O:31])[CH2:20][CH2:21][O:22][Si](C(C)(C)C)(C)C)[CH2:13][CH2:12]1)=[O:10])[C:2]1[CH:7]=[CH:6][CH:5]=[CH:4][CH:3]=1.C1(C)C=CC=CC=1.B(Cl)(Cl)Cl, predict the reaction product. The product is: [CH2:1]([O:8][C:9]([N:11]1[CH2:17][CH2:16][C:15](=[O:18])[N:14]([CH:19]([C:30]([O:32][CH3:33])=[O:31])[CH2:20][CH2:21][OH:22])[CH2:13][CH2:12]1)=[O:10])[C:2]1[CH:3]=[CH:4][CH:5]=[CH:6][CH:7]=1. (5) Given the reactants [Br:1][C:2]1[CH:3]=[C:4]([CH:7]=[C:8]([O:12][CH3:13])[C:9]=1[O:10][CH3:11])[CH:5]=O.[C:14](#[N:18])[CH2:15][C:16]#[N:17].CN(C)C(C)C.[NH2:25][C:26]1[C:31]([NH2:32])=[CH:30][CH:29]=[CH:28][C:27]=1[OH:33], predict the reaction product. The product is: [NH2:17][C:16]1[O:33][C:27]2[C:28]([CH:5]([C:4]3[CH:7]=[C:8]([O:12][CH3:13])[C:9]([O:10][CH3:11])=[C:2]([Br:1])[CH:3]=3)[C:15]=1[C:14]#[N:18])=[CH:29][CH:30]=[C:31]([NH2:32])[C:26]=2[NH2:25]. (6) Given the reactants [N+:1]([C:4]1[CH:5]=[C:6]([CH:10]=[CH:11][C:12]=1[S:13][C:14]#[N:15])[C:7]([OH:9])=[O:8])([O-:3])=[O:2].[CH3:16][Si](C=[N+]=[N-])(C)C, predict the reaction product. The product is: [CH3:16][O:8][C:7](=[O:9])[C:6]1[CH:10]=[CH:11][C:12]([S:13][C:14]#[N:15])=[C:4]([N+:1]([O-:3])=[O:2])[CH:5]=1.